Dataset: Forward reaction prediction with 1.9M reactions from USPTO patents (1976-2016). Task: Predict the product of the given reaction. (1) Given the reactants [Cl:1][C:2]1[CH:7]=[CH:6][C:5]([C:8]2[C:13]([C:14](O)=[O:15])=[CH:12][N:11]=[C:10]([CH3:17])[CH:9]=2)=[C:4]([F:18])[CH:3]=1.C(Cl)(=O)C(Cl)=O.Cl.CN.[CH2:28]([N:30](CC)CC)C, predict the reaction product. The product is: [Cl:1][C:2]1[CH:7]=[CH:6][C:5]([C:8]2[C:13]([C:14]([NH:30][CH3:28])=[O:15])=[CH:12][N:11]=[C:10]([CH3:17])[CH:9]=2)=[C:4]([F:18])[CH:3]=1. (2) The product is: [CH:21]([O:20][C:18]([C:17]1[CH:16]=[CH:15][C:14]([C:8]2([C:6]([OH:7])=[O:5])[CH2:13][CH2:12][CH2:11][CH2:10][CH2:9]2)=[CH:25][CH:24]=1)=[O:19])([CH3:23])[CH3:22]. Given the reactants C([O:5][C:6]([C:8]1([C:14]2[CH:25]=[CH:24][C:17]([C:18]([O:20][CH:21]([CH3:23])[CH3:22])=[O:19])=[CH:16][CH:15]=2)[CH2:13][CH2:12][CH2:11][CH2:10][CH2:9]1)=[O:7])(C)(C)C.FC(F)(F)C(O)=O, predict the reaction product. (3) The product is: [CH3:1][C:2]1[S:3][C:4]2[CH2:9][CH2:8][CH:7]([C:10]([OH:12])=[O:11])[C:5]=2[N:6]=1. Given the reactants [CH3:1][C:2]1[S:3][C:4]2[CH2:9][CH2:8][CH:7]([C:10]([O:12]CC)=[O:11])[C:5]=2[N:6]=1.[OH-].[Li+], predict the reaction product.